This data is from Reaction yield outcomes from USPTO patents with 853,638 reactions. The task is: Predict the reaction yield, written as a fraction of the theoretical maximum amount of product (1.0 means a 100% yield; for example, 0.34 means a 34% yield). (1) The reactants are [CH3:1][S:2]([CH2:5][C:6](=[CH2:11])[C:7]([O:9]C)=[O:8])(=[O:4])=[O:3].[OH-].[Li+].S([O-])(O)(=O)=O.[K+]. The catalyst is O1CCCC1.O. The product is [CH3:1][S:2]([CH2:5][C:6](=[CH2:11])[C:7]([OH:9])=[O:8])(=[O:4])=[O:3]. The yield is 0.890. (2) The reactants are [F:1][C:2]1[CH:3]=[CH:4][C:5]([OH:17])=[C:6](/[CH:8]=[C:9]2/[C:10](=[O:16])[N:11]=[C:12](SC)[S:13]/2)[CH:7]=1.[CH:18]([N:21]1[CH2:26][CH2:25][NH:24][CH2:23][CH2:22]1)([CH3:20])[CH3:19].O. The catalyst is C(O)C. The product is [F:1][C:2]1[CH:3]=[CH:4][C:5]([OH:17])=[C:6](/[CH:8]=[C:9]2/[C:10](=[O:16])[N:11]=[C:12]([N:24]3[CH2:25][CH2:26][N:21]([CH:18]([CH3:20])[CH3:19])[CH2:22][CH2:23]3)[S:13]/2)[CH:7]=1. The yield is 0.420. (3) The reactants are [NH2:1][C:2]1[S:3][C:4]2[C:9]([N:10]=1)=[CH:8][CH:7]=[C:6]([O:11][C:12]1[CH:13]=[C:14]([NH:19][C:20](=[O:31])[C:21]3[CH:26]=[CH:25][CH:24]=[C:23]([C:27]([F:30])([F:29])[F:28])[CH:22]=3)[CH:15]=[CH:16][C:17]=1[CH3:18])[N:5]=2.C([O:35][CH2:36][C:37](Cl)=[O:38])(=O)C. The catalyst is N1C=CC=CC=1. The product is [C:36]([NH:1][C:2]1[S:3][C:4]2[C:9]([N:10]=1)=[CH:8][CH:7]=[C:6]([O:11][C:12]1[CH:13]=[C:14]([NH:19][C:20](=[O:31])[C:21]3[CH:26]=[CH:25][CH:24]=[C:23]([C:27]([F:30])([F:29])[F:28])[CH:22]=3)[CH:15]=[CH:16][C:17]=1[CH3:18])[N:5]=2)(=[O:35])[CH2:37][OH:38]. The yield is 0.410. (4) The reactants are [CH2:1]([C:3]1[CH:11]=[C:10]([CH2:12][CH3:13])[C:9](I)=[CH:8][C:4]=1[C:5]([OH:7])=[O:6])[CH3:2].[Li]CCCC.Cl[C:21]([O:23][CH3:24])=[O:22]. The catalyst is O1CCCC1. The product is [CH2:1]([C:3]1[CH:11]=[C:10]([CH2:12][CH3:13])[C:9]([C:21]([O:23][CH3:24])=[O:22])=[CH:8][C:4]=1[C:5]([OH:7])=[O:6])[CH3:2]. The yield is 0.250. (5) The yield is 0.350. The product is [CH:27]([C:30]1[N:31]=[C:32]([C:35]2[CH:44]=[C:43]([O:1][CH2:2][CH2:3][C@@H:4]3[NH:18][C:17](=[O:19])[N:16]([CH3:20])[CH2:15][CH2:14][CH2:13][CH2:12][CH:11]=[CH:10][C@H:9]4[C@@:7]([C:21]([O:23][CH2:24][CH3:25])=[O:22])([CH2:8]4)[NH:6][C:5]3=[O:26])[C:42]3[C:37](=[C:38]([Cl:48])[C:39]([O:46][CH3:47])=[CH:40][CH:41]=3)[N:36]=2)[S:33][CH:34]=1)([CH3:29])[CH3:28]. No catalyst specified. The reactants are [OH:1][CH2:2][CH2:3][C@@H:4]1[NH:18][C:17](=[O:19])[N:16]([CH3:20])[CH2:15][CH2:14][CH2:13][CH2:12][CH:11]=[CH:10][C@H:9]2[C@@:7]([C:21]([O:23][CH2:24][CH3:25])=[O:22])([CH2:8]2)[NH:6][C:5]1=[O:26].[CH:27]([C:30]1[N:31]=[C:32]([C:35]2[CH:44]=[C:43](O)[C:42]3[C:37](=[C:38]([Cl:48])[C:39]([O:46][CH3:47])=[CH:40][CH:41]=3)[N:36]=2)[S:33][CH:34]=1)([CH3:29])[CH3:28].C(C1N=C(C2C=C(OCC[C@@H]3NC(=O)N(C)CCCCC=C[C@H]4[C@@](C(OCC)=O)(C4)NC3=O)C3C(=C(C)C(OC)=CC=3)N=2)SC=1)(C)C. (6) The reactants are [NH2:1][C:2]1[CH:3]=[C:4]([CH:17]=[CH:18][CH:19]=1)[O:5][C:6]1[C:15]2[N:14]=[CH:13][C:12](=[O:16])[NH:11][C:10]=2[N:9]=[CH:8][CH:7]=1.[C:20]([C:24]1[CH:28]=[C:27]([N:29]=[C:30]=[O:31])[N:26]([C:32]2[CH:37]=[CH:36][C:35]([CH3:38])=[CH:34][CH:33]=2)[N:25]=1)([CH3:23])([CH3:22])[CH3:21]. No catalyst specified. The product is [C:20]([C:24]1[CH:28]=[C:27]([NH:29][C:30]([NH:1][C:2]2[CH:19]=[CH:18][CH:17]=[C:4]([O:5][C:6]3[C:15]4[N:14]=[CH:13][C:12](=[O:16])[NH:11][C:10]=4[N:9]=[CH:8][CH:7]=3)[CH:3]=2)=[O:31])[N:26]([C:32]2[CH:37]=[CH:36][C:35]([CH3:38])=[CH:34][CH:33]=2)[N:25]=1)([CH3:23])([CH3:22])[CH3:21]. The yield is 0.650.